This data is from CYP2C9 inhibition data for predicting drug metabolism from PubChem BioAssay. The task is: Regression/Classification. Given a drug SMILES string, predict its absorption, distribution, metabolism, or excretion properties. Task type varies by dataset: regression for continuous measurements (e.g., permeability, clearance, half-life) or binary classification for categorical outcomes (e.g., BBB penetration, CYP inhibition). Dataset: cyp2c9_veith. The drug is COc1cccc(OCC(=O)NC2CCCCC2)c1. The result is 0 (non-inhibitor).